This data is from Full USPTO retrosynthesis dataset with 1.9M reactions from patents (1976-2016). The task is: Predict the reactants needed to synthesize the given product. (1) Given the product [Br:5][C:6]1[CH:7]=[C:8]([Cl:17])[C:9]([CH2:15][Br:2])=[CH:10][C:11]=1[N:12]([CH3:14])[CH3:13], predict the reactants needed to synthesize it. The reactants are: P(Br)(Br)[Br:2].[Br:5][C:6]1[C:11]([N:12]([CH3:14])[CH3:13])=[CH:10][C:9]([CH2:15]O)=[C:8]([Cl:17])[CH:7]=1. (2) Given the product [Br:29][CH2:30][C:31]([NH:12][CH2:11][CH2:10][CH2:9][CH2:8][NH:7][C:5](=[O:6])[O:4][CH2:1][CH:2]=[CH2:3])=[O:32], predict the reactants needed to synthesize it. The reactants are: [CH2:1]([O:4][C:5]([NH:7][CH2:8][CH2:9][CH2:10][CH2:11][NH2:12])=[O:6])[CH:2]=[CH2:3].CN(C1C2C(N(C)C)=CC=CC=2C=CC=1)C.[Br:29][CH2:30][C:31](Br)=[O:32]. (3) Given the product [Cl:1][C:2]1[CH:3]=[C:4]([S:9]([NH:12][CH2:13][C:14]2[CH:15]=[CH:16][C:17]([C:20]([OH:22])=[O:21])=[N:18][CH:19]=2)(=[O:10])=[O:11])[CH:5]=[CH:6][C:7]=1[F:8], predict the reactants needed to synthesize it. The reactants are: [Cl:1][C:2]1[CH:3]=[C:4]([S:9]([NH:12][CH2:13][C:14]2[CH:15]=[CH:16][C:17]([C:20]([O:22]C)=[O:21])=[N:18][CH:19]=2)(=[O:11])=[O:10])[CH:5]=[CH:6][C:7]=1[F:8].[OH-].[K+].